Dataset: Catalyst prediction with 721,799 reactions and 888 catalyst types from USPTO. Task: Predict which catalyst facilitates the given reaction. (1) Reactant: [Cl:1][C:2]1[CH:7]=[CH:6][N:5]=[C:4]2[C:8]([C:11](=[O:15])[C:12]([OH:14])=O)=[CH:9][NH:10][C:3]=12.Cl.[Br:17][C:18]([C:25]1[CH:30]=[CH:29][CH:28]=[CH:27][CH:26]=1)=[C:19]1[CH2:24][CH2:23][NH:22][CH2:21][CH2:20]1.C(N(C(C)C)CC)(C)C.C1N(P(Cl)(N2C(=O)OCC2)=O)C(=O)OC1. Product: [Br:17][C:18]([C:25]1[CH:30]=[CH:29][CH:28]=[CH:27][CH:26]=1)=[C:19]1[CH2:20][CH2:21][N:22]([C:12](=[O:14])[C:11]([C:8]2[C:4]3=[N:5][CH:6]=[CH:7][C:2]([Cl:1])=[C:3]3[NH:10][CH:9]=2)=[O:15])[CH2:23][CH2:24]1. The catalyst class is: 22. (2) Reactant: [C:1]1(=[O:11])[C:9]2[C:4](=[CH:5][CH:6]=[CH:7][CH:8]=2)[C:3](=[O:10])O1.[CH2:12]([O:14][CH:15]([O:20][CH2:21][CH3:22])[CH2:16][CH2:17][CH2:18][NH2:19])[CH3:13]. Product: [CH2:21]([O:20][CH:15]([O:14][CH2:12][CH3:13])[CH2:16][CH2:17][CH2:18][N:19]1[C:3](=[O:10])[C:4]2[C:9](=[CH:8][CH:7]=[CH:6][CH:5]=2)[C:1]1=[O:11])[CH3:22]. The catalyst class is: 11. (3) Reactant: [CH:1]1([CH:4]=O)[CH2:3][CH2:2]1.[C:6]([CH2:8][C:9]([O:11][CH2:12][CH3:13])=[O:10])#[N:7].N1CCCCC1. Product: [CH2:12]([O:11][C:9](=[O:10])[C:8]([C:6]#[N:7])=[CH:4][CH:1]1[CH2:2][CH2:3]1)[CH3:13]. The catalyst class is: 15. (4) Reactant: [NH:1]1[C:9]2[C:4](=[CH:5][C:6](B(O)O)=[CH:7][CH:8]=2)[CH:3]=[CH:2]1.[Cl-].[Li+].C(=O)([O-])[O-].[K+].[K+].[CH2:21](O)[CH2:22][CH2:23]O.[OH-].CO[CH2:29][CH2:30]OC. Product: [NH3:1].[NH:1]1[C:9]2[C:4](=[CH:5][C:6]([C:22]3[CH2:23][CH:30]4[N:1]([CH3:9])[CH:2]([CH2:3][CH2:29]4)[CH:21]=3)=[CH:7][CH:8]=2)[CH:3]=[CH:2]1. The catalyst class is: 73. (5) Reactant: [O:1]=[C:2]1[N:6]([CH2:7][CH2:8][CH2:9][CH2:10][CH2:11][CH2:12][C:13]([O:15][CH2:16][CH3:17])=[O:14])[C@@H:5](/[CH:18]=[CH:19]/[C:20](=[O:28])[CH2:21][C:22]2[CH:27]=[CH:26][CH:25]=[CH:24][CH:23]=2)[CH2:4][S:3]1.CO.C([BH3-])#N.[Na+]. Product: [OH:28][CH:20]([CH2:21][C:22]1[CH:23]=[CH:24][CH:25]=[CH:26][CH:27]=1)/[CH:19]=[CH:18]/[C@H:5]1[CH2:4][S:3][C:2](=[O:1])[N:6]1[CH2:7][CH2:8][CH2:9][CH2:10][CH2:11][CH2:12][C:13]([O:15][CH2:16][CH3:17])=[O:14]. The catalyst class is: 15. (6) Reactant: [F:1][C:2]([F:26])([F:25])[C@H:3]([N:12]1[CH2:16][CH2:15][C@H:14]([NH:17][C:18](=[O:24])[O:19][C:20]([CH3:23])([CH3:22])[CH3:21])[CH2:13]1)[C:4]1[CH:5]=[N:6][C:7]([NH:10][NH2:11])=[CH:8][CH:9]=1.[CH3:27][O:28][CH2:29][CH2:30][O:31][C:32]1[CH:41]=[C:40]2[C:35]([CH:36]=[CH:37][C:38]([CH:42]=O)=[N:39]2)=[CH:34][CH:33]=1.C(O)C.C(O)(=O)C.C(O)(=O)C.I(C1C=CC=CC=1)=O.C(=O)(O)[O-].[Na+]. Product: [F:26][C:2]([F:25])([F:1])[C@H:3]([N:12]1[CH2:16][CH2:15][C@H:14]([NH:17][C:18](=[O:24])[O:19][C:20]([CH3:22])([CH3:23])[CH3:21])[CH2:13]1)[C:4]1[CH:9]=[CH:8][C:7]2[N:6]([C:42]([C:38]3[CH:37]=[CH:36][C:35]4[C:40](=[CH:41][C:32]([O:31][CH2:30][CH2:29][O:28][CH3:27])=[CH:33][CH:34]=4)[N:39]=3)=[N:11][N:10]=2)[CH:5]=1. The catalyst class is: 13.